This data is from Forward reaction prediction with 1.9M reactions from USPTO patents (1976-2016). The task is: Predict the product of the given reaction. (1) Given the reactants C[Mg]Br.[CH:4]1[C:17]2[CH:16]=[C:15]([C:18]3[C:27]4[C:22](=[CH:23][CH:24]=[CH:25][CH:26]=4)[CH:21]=[CH:20][C:19]=3C(OCC)=O)[C:14]3[C:9](=[CH:10][CH:11]=[CH:12][CH:13]=3)[C:8]=2[CH:7]=[CH:6][CH:5]=1.[OH2:33].O1C[CH2:37][CH2:36][CH2:35]1, predict the reaction product. The product is: [CH:4]1[C:17]2[CH:16]=[C:15]([C:18]3[C:27]4[C:22](=[CH:23][CH:24]=[CH:25][CH:26]=4)[CH:21]=[CH:20][C:19]=3[C:36]([OH:33])([CH3:37])[CH3:35])[C:14]3[C:9](=[CH:10][CH:11]=[CH:12][CH:13]=3)[C:8]=2[CH:7]=[CH:6][CH:5]=1. (2) Given the reactants [CH:1]1([N:7]([CH3:17])[C:8]2[N:13]=[CH:12][N:11]=[C:10]([C:14]([OH:16])=O)[CH:9]=2)[CH2:6][CH2:5][CH2:4][CH2:3][CH2:2]1.[NH2:18][C:19]1[CH:24]=[CH:23][C:22]([S:25]([NH:28][CH2:29][CH:30]([OH:33])[CH2:31][OH:32])(=[O:27])=[O:26])=[CH:21][CH:20]=1, predict the reaction product. The product is: [CH:1]1([N:7]([CH3:17])[C:8]2[N:13]=[CH:12][N:11]=[C:10]([C:14]([NH:18][C:19]3[CH:24]=[CH:23][C:22]([S:25]([NH:28][CH2:29][CH:30]([OH:33])[CH2:31][OH:32])(=[O:27])=[O:26])=[CH:21][CH:20]=3)=[O:16])[CH:9]=2)[CH2:2][CH2:3][CH2:4][CH2:5][CH2:6]1. (3) Given the reactants Br[C:2]1[C:10]2[S:9][CH:8]=[N:7][C:6]=2[CH:5]=[C:4]([N+:11]([O-:13])=[O:12])[CH:3]=1.[CH2:14]([Sn](CC)(CC)CC)[CH3:15], predict the reaction product. The product is: [CH2:14]([C:2]1[C:10]2[S:9][CH:8]=[N:7][C:6]=2[CH:5]=[C:4]([N+:11]([O-:13])=[O:12])[CH:3]=1)[CH3:15]. (4) Given the reactants [Cl:1][C:2]1[C:3]2[N:4]([CH:9]=[CH:10][C:11]=2[C:12]2[CH:17]=[CH:16][CH:15]=[CH:14][CH:13]=2)[C:5](Cl)=[N:6][N:7]=1.[C:18]([NH:22][S:23]([C:26]1[CH:27]=[N:28][CH:29]=[C:30](B2OC(C)(C)C(C)(C)O2)[CH:31]=1)(=[O:25])=[O:24])([CH3:21])([CH3:20])[CH3:19].C(=O)([O-])[O-].[K+].[K+], predict the reaction product. The product is: [C:18]([NH:22][S:23]([C:26]1[CH:27]=[N:28][CH:29]=[C:30]([C:5]2[N:4]3[CH:9]=[CH:10][C:11]([C:12]4[CH:17]=[CH:16][CH:15]=[CH:14][CH:13]=4)=[C:3]3[C:2]([Cl:1])=[N:7][N:6]=2)[CH:31]=1)(=[O:25])=[O:24])([CH3:21])([CH3:19])[CH3:20]. (5) The product is: [Cl:23][C:20]1[CH:19]=[CH:18][C:17]([C:13]2[C:12]([CH2:11][O:10][C:7]3[CH:8]=[CH:9][C:4]([C:3]([OH:24])=[O:2])=[CH:5][N:6]=3)=[CH:16][O:15][N:14]=2)=[CH:22][CH:21]=1. Given the reactants C[O:2][C:3](=[O:24])[C:4]1[CH:9]=[CH:8][C:7]([O:10][CH2:11][C:12]2[C:13]([C:17]3[CH:22]=[CH:21][C:20]([Cl:23])=[CH:19][CH:18]=3)=[N:14][O:15][CH:16]=2)=[N:6][CH:5]=1.COC(=O)C1C=CC(OCC2C(C3C=CC(F)=CC=3)=NOC=2)=NC=1, predict the reaction product.